Task: Predict the reactants needed to synthesize the given product.. Dataset: Full USPTO retrosynthesis dataset with 1.9M reactions from patents (1976-2016) (1) The reactants are: [C:1]([C:3]1[N:4]=[CH:5][C:6]([NH:9][C:10]([N:12]2[C:21]3[C:16](=[CH:17][CH:18]=[C:19]([CH:22](OC)[O:23]C)[N:20]=3)[CH2:15][CH2:14][CH2:13]2)=[O:11])=[N:7][CH:8]=1)#[N:2].Cl. Given the product [C:1]([C:3]1[N:4]=[CH:5][C:6]([NH:9][C:10]([N:12]2[C:21]3[C:16](=[CH:17][CH:18]=[C:19]([CH:22]=[O:23])[N:20]=3)[CH2:15][CH2:14][CH2:13]2)=[O:11])=[N:7][CH:8]=1)#[N:2], predict the reactants needed to synthesize it. (2) Given the product [OH:6][C@H:5]([CH2:4][OH:3])[CH2:7][O:8][NH:9][C:10]([C:12]1[O:20][C:19]2[CH:18]=[CH:17][N:16]=[CH:15][C:14]=2[C:13]=1[NH:21][C:22]1[CH:27]=[CH:26][C:25]([I:28])=[CH:24][C:23]=1[Cl:29])=[O:11], predict the reactants needed to synthesize it. The reactants are: CC1(C)[O:6][C@@H:5]([CH2:7][O:8][NH:9][C:10]([C:12]2[O:20][C:19]3[CH:18]=[CH:17][N:16]=[CH:15][C:14]=3[C:13]=2[NH:21][C:22]2[CH:27]=[CH:26][C:25]([I:28])=[CH:24][C:23]=2[Cl:29])=[O:11])[CH2:4][O:3]1.